The task is: Predict the reactants needed to synthesize the given product.. This data is from Full USPTO retrosynthesis dataset with 1.9M reactions from patents (1976-2016). (1) Given the product [F:1][C:2]1[CH:3]=[C:4]([CH:7]=[C:8]([F:10])[CH:9]=1)[C:5]([NH:18][OH:19])=[NH:6], predict the reactants needed to synthesize it. The reactants are: [F:1][C:2]1[CH:3]=[C:4]([CH:7]=[C:8]([F:10])[CH:9]=1)[C:5]#[N:6].C(=O)([O-])[O-].[K+].[K+].Cl.[NH2:18][OH:19]. (2) Given the product [F:17][C:15]1[CH:14]=[N:13][C:12]([O:18][C:19]2[CH:24]=[CH:23][CH:22]=[C:21]([S:25][CH3:26])[CH:20]=2)=[C:11]([CH:16]=1)[C:10]([NH:9][C@H:6]1[CH2:5][CH2:34][C@@H:33]([NH:30][C:31]([CH:32]2[CH2:45][CH2:44][O:60][CH2:59]2)=[O:47])[CH2:8][CH2:7]1)=[O:27], predict the reactants needed to synthesize it. The reactants are: Cl.N[C@@H]1[CH2:8][CH2:7][C@H:6]([NH:9][C:10](=[O:27])[C:11]2[CH:16]=[C:15]([F:17])[CH:14]=[N:13][C:12]=2[O:18][C:19]2[CH:24]=[CH:23][CH:22]=[C:21]([S:25][CH3:26])[CH:20]=2)[CH2:5]C1.C([N:30]([CH2:33][CH3:34])[CH2:31][CH3:32])C.Cl.CN(C)CCCN=C=N[CH2:44][CH3:45].[OH:47]N1C2C=CC=CC=2N=N1.CN(C)[CH:59]=[O:60].